This data is from Full USPTO retrosynthesis dataset with 1.9M reactions from patents (1976-2016). The task is: Predict the reactants needed to synthesize the given product. (1) Given the product [CH3:25][N:26]([CH3:28])[NH:27][C:3]([C:5]1[NH:6][N:7]=[C:8]([O:10][CH2:11][C:12]2[C:13]([C:18]3[CH:19]=[CH:20][C:21]([F:24])=[CH:22][CH:23]=3)=[N:14][O:15][C:16]=2[CH3:17])[CH:9]=1)=[O:4], predict the reactants needed to synthesize it. The reactants are: CO[C:3]([C:5]1[NH:6][N:7]=[C:8]([O:10][CH2:11][C:12]2[C:13]([C:18]3[CH:23]=[CH:22][C:21]([F:24])=[CH:20][CH:19]=3)=[N:14][O:15][C:16]=2[CH3:17])[CH:9]=1)=[O:4].[CH3:25][N:26]([CH3:28])[NH2:27]. (2) The reactants are: Br[C:2]1[CH:3]=[C:4]([CH:10]=[CH:11][CH:12]=1)[C:5]([O:7][CH2:8][CH3:9])=[O:6].C(N(CC)CC)C.[CH3:20][C:21]([CH3:25])([CH3:24])[C:22]#[CH:23]. Given the product [CH3:20][C:21]([CH3:25])([CH3:24])[C:22]#[C:23][C:2]1[CH:3]=[C:4]([CH:10]=[CH:11][CH:12]=1)[C:5]([O:7][CH2:8][CH3:9])=[O:6], predict the reactants needed to synthesize it. (3) Given the product [CH3:1][C:2]1([CH3:12])[O:6][C@@H:5]([CH2:7][C:8]([O:10][Si:24]([C:20]([CH3:23])([CH3:22])[CH3:21])([C:31]2[CH:32]=[CH:33][CH:34]=[CH:35][CH:36]=2)[C:25]2[CH:30]=[CH:29][CH:28]=[CH:27][CH:26]=2)=[O:9])[C:4](=[O:11])[O:3]1, predict the reactants needed to synthesize it. The reactants are: [CH3:1][C:2]1([CH3:12])[O:6][C@@H:5]([CH2:7][C:8]([OH:10])=[O:9])[C:4](=[O:11])[O:3]1.C(N(CC)CC)C.[C:20]([Si:24](Cl)([C:31]1[CH:36]=[CH:35][CH:34]=[CH:33][CH:32]=1)[C:25]1[CH:30]=[CH:29][CH:28]=[CH:27][CH:26]=1)([CH3:23])([CH3:22])[CH3:21]. (4) Given the product [F:1][C:2]1[CH:10]=[C:9]([CH3:11])[C:8]([F:12])=[CH:7][C:3]=1[C:4]([O:6][CH2:13][CH3:14])=[O:5], predict the reactants needed to synthesize it. The reactants are: [F:1][C:2]1[CH:10]=[C:9]([CH3:11])[C:8]([F:12])=[CH:7][C:3]=1[C:4]([OH:6])=[O:5].[CH2:13](O)[CH3:14]. (5) Given the product [CH3:19][C:10]1[CH:15]=[CH:14][C:13]([C:16]([NH:18][CH:4]([OH:9])[C:5]([F:6])([F:7])[F:8])=[O:17])=[CH:12][CH:11]=1, predict the reactants needed to synthesize it. The reactants are: C(O[CH:4]([OH:9])[C:5]([F:8])([F:7])[F:6])C.[C:10]1([CH3:19])[CH:15]=[CH:14][C:13]([C:16]([NH2:18])=[O:17])=[CH:12][CH:11]=1.O1CCOCC1.